From a dataset of Catalyst prediction with 721,799 reactions and 888 catalyst types from USPTO. Predict which catalyst facilitates the given reaction. Reactant: Br[C:2]1[CH:14]=[C:13]2[C:5]([C:6]3[C:7](=[O:23])[C:8]4[CH:20]=[CH:19][C:18]([O:21][CH3:22])=[CH:17][C:9]=4[C:10]([CH3:16])([CH3:15])[C:11]=3[NH:12]2)=[CH:4][CH:3]=1.[Cu](C#N)[C:25]#[N:26]. Product: [CH3:22][O:21][C:18]1[CH:19]=[CH:20][C:8]2[C:7](=[O:23])[C:6]3[C:5]4[C:13](=[CH:14][C:2]([C:25]#[N:26])=[CH:3][CH:4]=4)[NH:12][C:11]=3[C:10]([CH3:16])([CH3:15])[C:9]=2[CH:17]=1. The catalyst class is: 514.